Regression. Given a peptide amino acid sequence and an MHC pseudo amino acid sequence, predict their binding affinity value. This is MHC class II binding data. From a dataset of Peptide-MHC class II binding affinity with 134,281 pairs from IEDB. The peptide sequence is GELQIVTKIDAAFKI. The MHC is DRB3_0202 with pseudo-sequence DRB3_0202. The binding affinity (normalized) is 0.174.